Task: Predict which catalyst facilitates the given reaction.. Dataset: Catalyst prediction with 721,799 reactions and 888 catalyst types from USPTO Reactant: [CH2:1]1[CH:5]2[CH2:6][CH:7]([NH2:8])[CH:3]([CH2:4]2)[CH2:2]1.FC(F)(F)S(O[C:15]1[C:16]2[CH2:37][N:36]([CH3:38])[CH2:35][CH2:34][C:17]=2[N:18]=[C:19]([NH:21][C:22]2[CH:27]=[CH:26][C:25]([N:28]3[CH:32]=[CH:31][N:30]=[C:29]3[CH3:33])=[CH:24][CH:23]=2)[N:20]=1)(=O)=O. Product: [CH:3]12[CH2:4][CH:5]([CH2:1][CH2:2]1)[CH2:6][C@H:7]2[NH:8][C:15]1[C:16]2[CH2:37][N:36]([CH3:38])[CH2:35][CH2:34][C:17]=2[N:18]=[C:19]([NH:21][C:22]2[CH:23]=[CH:24][C:25]([N:28]3[CH:32]=[CH:31][N:30]=[C:29]3[CH3:33])=[CH:26][CH:27]=2)[N:20]=1. The catalyst class is: 2.